From a dataset of Reaction yield outcomes from USPTO patents with 853,638 reactions. Predict the reaction yield, written as a fraction of the theoretical maximum amount of product (1.0 means a 100% yield; for example, 0.34 means a 34% yield). (1) The catalyst is COCCOC.C1C=CC([P]([Pd]([P](C2C=CC=CC=2)(C2C=CC=CC=2)C2C=CC=CC=2)([P](C2C=CC=CC=2)(C2C=CC=CC=2)C2C=CC=CC=2)[P](C2C=CC=CC=2)(C2C=CC=CC=2)C2C=CC=CC=2)(C2C=CC=CC=2)C2C=CC=CC=2)=CC=1.CO. The product is [F:1][C:2]1[CH:10]=[C:9]2[C:5]([CH:6]=[N:7][N:8]2[CH:11]2[CH2:16][CH2:15][CH2:14][CH2:13][O:12]2)=[CH:4][C:3]=1[C:27]1[CH:28]=[C:29]([CH2:33][N:34]([CH3:36])[CH3:35])[CH:30]=[N:31][CH:32]=1. The yield is 0.949. The reactants are [F:1][C:2]1[CH:10]=[C:9]2[C:5]([CH:6]=[N:7][N:8]2[CH:11]2[CH2:16][CH2:15][CH2:14][CH2:13][O:12]2)=[CH:4][C:3]=1B1OC(C)(C)C(C)(C)O1.Br[C:27]1[CH:28]=[C:29]([CH2:33][N:34]([CH3:36])[CH3:35])[CH:30]=[N:31][CH:32]=1.C([O-])([O-])=O.[Na+].[Na+].C(Cl)Cl. (2) The reactants are [H-].[Na+].[CH3:3][O:4][CH2:5][O:6][CH:7]1[CH2:11][CH2:10][CH:9]([C:12](=[O:20])[CH2:13][C:14]2[CH:19]=[CH:18][CH:17]=[CH:16][CH:15]=2)[CH2:8]1.[C:21](OCC)(=[O:23])[CH3:22].[Cl-].[NH4+]. The catalyst is C(COC)OC.C1OCCOCCOCCOCCOC1. The product is [CH3:3][O:4][CH2:5][O:6][CH:7]1[CH2:11][CH2:10][CH:9]([C:12](=[O:20])[CH:13]([C:14]2[CH:19]=[CH:18][CH:17]=[CH:16][CH:15]=2)[C:21](=[O:23])[CH3:22])[CH2:8]1. The yield is 0.260. (3) The reactants are [CH3:1][C:2]1[CH:7]=[CH:6][C:5]([S:8]([O:11][CH2:12][CH2:13][O:14][CH2:15][CH2:16][O:17][CH2:18][CH2:19][O:20][CH2:21][C:22]([O:24]CC)=[O:23])(=[O:10])=[O:9])=[CH:4][CH:3]=1.[OH-].[Na+].Cl. The catalyst is CO.O. The product is [S:8]([O:11][CH2:12][CH2:13][O:14][CH2:15][CH2:16][O:17][CH2:18][CH2:19][O:20][CH2:21][C:22]([OH:24])=[O:23])([C:5]1[CH:4]=[CH:3][C:2]([CH3:1])=[CH:7][CH:6]=1)(=[O:9])=[O:10]. The yield is 0.980. (4) The yield is 0.670. The product is [CH2:17]([O:5][C:4](=[O:6])[C:3]1[CH:7]=[CH:8][C:9]([Cl:11])=[N:10][C:2]=1[Cl:1])[CH3:18]. The reactants are [Cl:1][C:2]1[N:10]=[C:9]([Cl:11])[CH:8]=[CH:7][C:3]=1[C:4]([OH:6])=[O:5].OS(O)(=O)=O.[CH3:17][CH2:18]O. The catalyst is ClCCl. (5) The reactants are [CH3:1][O:2][CH2:3][CH2:4][O:5][CH2:6][C:7]([C:10]1[CH:15]=[CH:14][C:13]([NH2:16])=[CH:12][CH:11]=1)([CH3:9])[CH3:8].[N+:17]([O-])([O-:19])=[O:18].[K+]. The catalyst is OS(O)(=O)=O. The product is [CH3:1][O:2][CH2:3][CH2:4][O:5][CH2:6][C:7]([C:10]1[CH:15]=[CH:14][C:13]([NH2:16])=[CH:12][C:11]=1[N+:17]([O-:19])=[O:18])([CH3:9])[CH3:8]. The yield is 0.710.